Task: Predict the reactants needed to synthesize the given product.. Dataset: Full USPTO retrosynthesis dataset with 1.9M reactions from patents (1976-2016) Given the product [Cl:1][C:2]1[CH:3]=[C:4]([CH:29]=[CH:30][C:31]=1[F:32])[CH2:5][N:6]1[CH2:15][CH2:14][C:13]2[C:8](=[C:9]([O:26][CH3:27])[C:10](=[O:25])[N:11]3[CH2:21][CH2:20][C:19](=[O:22])[CH2:18][N:17]([CH3:23])[C:16](=[O:24])[C:12]3=2)[C:7]1=[O:28], predict the reactants needed to synthesize it. The reactants are: [Cl:1][C:2]1[CH:3]=[C:4]([CH:29]=[CH:30][C:31]=1[F:32])[CH2:5][N:6]1[CH2:15][CH2:14][C:13]2[C:8](=[C:9]([O:26][CH3:27])[C:10](=[O:25])[N:11]3[CH2:21][CH2:20][CH:19]([OH:22])[CH2:18][N:17]([CH3:23])[C:16](=[O:24])[C:12]3=2)[C:7]1=[O:28].C[N+]1([O-])CCOCC1.